From a dataset of Peptide-MHC class II binding affinity with 134,281 pairs from IEDB. Regression. Given a peptide amino acid sequence and an MHC pseudo amino acid sequence, predict their binding affinity value. This is MHC class II binding data. (1) The peptide sequence is HRWHNAHVVKHKGIY. The binding affinity (normalized) is 0.477. The MHC is H-2-IAb with pseudo-sequence H-2-IAb. (2) The peptide sequence is LFKVRNGGEIGAVAL. The MHC is DRB1_0301 with pseudo-sequence DRB1_0301. The binding affinity (normalized) is 0.392. (3) The peptide sequence is GELQIVDKIDANFKI. The MHC is DRB1_0802 with pseudo-sequence DRB1_0802. The binding affinity (normalized) is 0.435. (4) The binding affinity (normalized) is 0.311. The peptide sequence is KKPLRPRWCDERVSS. The MHC is DRB1_0701 with pseudo-sequence DRB1_0701. (5) The peptide sequence is EAAFNKAIKESTGGA. The MHC is HLA-DPA10103-DPB10201 with pseudo-sequence HLA-DPA10103-DPB10201. The binding affinity (normalized) is 0. (6) The binding affinity (normalized) is 0.750. The MHC is DRB1_1101 with pseudo-sequence DRB1_1101. The peptide sequence is GMLQIVDKIDAAFKI.